Dataset: Forward reaction prediction with 1.9M reactions from USPTO patents (1976-2016). Task: Predict the product of the given reaction. (1) Given the reactants [NH2:1][C@H:2]1[CH2:7][CH2:6][CH2:5][N:4]([CH2:8][C:9]2[C:18]([Cl:19])=[C:17]3[C:12]([C:13](=[O:33])[N:14]([CH2:20][C:21]4[CH:26]=[C:25]([Cl:27])[CH:24]=[CH:23][C:22]=4[S:28]([CH2:31][CH3:32])(=[O:30])=[O:29])[CH:15]=[N:16]3)=[CH:11][C:10]=2[C:34]([F:37])([F:36])[F:35])[CH2:3]1.NC1C=CC(C(F)(F)F)=CC=1C(NCC1C=C(Br)C=CC=1S(CC)(=O)=O)=O.[CH3:65][C:66]([O:69][C:70]([NH:72][CH2:73][C:74](O)=[O:75])=[O:71])([CH3:68])[CH3:67].CN(C(ON1N=NC2C=CC=NC1=2)=[N+](C)C)C.F[P-](F)(F)(F)(F)F, predict the reaction product. The product is: [Cl:19][C:18]1[C:9]([CH2:8][N:4]2[CH2:5][CH2:6][CH2:7][C@H:2]([NH:1][C:74](=[O:75])[CH2:73][NH:72][C:70](=[O:71])[O:69][C:66]([CH3:65])([CH3:67])[CH3:68])[CH2:3]2)=[C:10]([C:34]([F:35])([F:36])[F:37])[CH:11]=[C:12]2[C:17]=1[N:16]=[CH:15][N:14]([CH2:20][C:21]1[CH:26]=[C:25]([Cl:27])[CH:24]=[CH:23][C:22]=1[S:28]([CH2:31][CH3:32])(=[O:30])=[O:29])[C:13]2=[O:33]. (2) Given the reactants [C:1]1([C:7]2[N:8]=[CH:9][N:10]([CH2:14][CH2:15][N:16]3[CH2:20][CH2:19][CH2:18][CH2:17]3)[C:11]=2[CH:12]=O)[CH:6]=[CH:5][CH:4]=[CH:3][CH:2]=1.[CH3:21][C:22]1[CH:27]=[CH:26][N:25]=[C:24]([NH2:28])[N:23]=1, predict the reaction product. The product is: [C:1]1([C:7]2[N:8]=[CH:9][N:10]([CH2:14][CH2:15][N:16]3[CH2:20][CH2:19][CH2:18][CH2:17]3)[C:11]=2/[CH:12]=[CH:21]/[C:22]2[CH:27]=[CH:26][N:25]=[C:24]([NH2:28])[N:23]=2)[CH:6]=[CH:5][CH:4]=[CH:3][CH:2]=1. (3) Given the reactants [H][H].[CH3:3][Si:4]([Cl:7])([Cl:6])[Cl:5].[Si:8]([Cl:12])([Cl:11])([Cl:10])[Cl:9], predict the reaction product. The product is: [Cl:5][SiH:4]([Cl:7])[Cl:6].[Si:8]([Cl:12])([Cl:11])([Cl:10])[Cl:9].[Cl:5][SiH2:4][Cl:6].[CH3:3][SiH:4]([Cl:6])[Cl:5]. (4) Given the reactants C([O:8][C:9]([C@H:11]1[C@H:16]([OH:17])[C@@H:15]([OH:18])[C@H:14]([OH:19])[C@H:13]([O:20][C:21](=[O:51])[CH2:22][C:23]2[CH:28]=[CH:27][C:26]([O:29][CH3:30])=[C:25]([O:31][C:32]3[CH:37]=[CH:36][C:35]([NH:38][C:39](=[O:44])[C:40]([CH3:43])([CH3:42])[CH3:41])=[CH:34][C:33]=3[CH2:45][S:46][C:47]([CH3:50])([CH3:49])[CH3:48])[CH:24]=2)[O:12]1)=[O:10])C1C=CC=CC=1, predict the reaction product. The product is: [C:47]([S:46][CH2:45][C:33]1[CH:34]=[C:35]([NH:38][C:39](=[O:44])[C:40]([CH3:43])([CH3:42])[CH3:41])[CH:36]=[CH:37][C:32]=1[O:31][C:25]1[CH:24]=[C:23]([CH2:22][C:21]([O:20][C@@H:13]2[O:12][C@@H:11]([C:9]([OH:10])=[O:8])[C@H:16]([OH:17])[C@@H:15]([OH:18])[C@@H:14]2[OH:19])=[O:51])[CH:28]=[CH:27][C:26]=1[O:29][CH3:30])([CH3:50])([CH3:49])[CH3:48]. (5) Given the reactants [Br:1][C:2]1[CH:7]=[C:6]([F:8])[CH:5]=[CH:4][C:3]=1[N+:9]([O-])=O.[CH:12]([Mg]Br)=[CH2:13], predict the reaction product. The product is: [Br:1][C:2]1[CH:7]=[C:6]([F:8])[CH:5]=[C:4]2[C:3]=1[NH:9][CH:13]=[CH:12]2.